This data is from Peptide-MHC class I binding affinity with 185,985 pairs from IEDB/IMGT. The task is: Regression. Given a peptide amino acid sequence and an MHC pseudo amino acid sequence, predict their binding affinity value. This is MHC class I binding data. (1) The peptide sequence is SRNKRGVFVL. The MHC is HLA-B27:05 with pseudo-sequence HLA-B27:05. The binding affinity (normalized) is 0.727. (2) The peptide sequence is GSNRPWVSF. The MHC is HLA-B44:02 with pseudo-sequence HLA-B44:02. The binding affinity (normalized) is 0.0847. (3) The peptide sequence is AGRNMRRKL. The MHC is HLA-B53:01 with pseudo-sequence HLA-B53:01. The binding affinity (normalized) is 0. (4) The peptide sequence is AVREATAAF. The MHC is HLA-B48:01 with pseudo-sequence HLA-B48:01. The binding affinity (normalized) is 0.0847. (5) The peptide sequence is WMRGRGRAL. The MHC is HLA-A03:01 with pseudo-sequence HLA-A03:01. The binding affinity (normalized) is 0.0847. (6) The peptide sequence is LPIDKCSRII. The MHC is HLA-B07:02 with pseudo-sequence HLA-B07:02. The binding affinity (normalized) is 0.331. (7) The peptide sequence is FWLMVYEGL. The MHC is HLA-A02:01 with pseudo-sequence HLA-A02:01. The binding affinity (normalized) is 0.206. (8) The peptide sequence is GLAELLAAL. The MHC is BoLA-AW10 with pseudo-sequence BoLA-AW10. The binding affinity (normalized) is 0.311. (9) The peptide sequence is SFYVNRGFK. The MHC is HLA-A69:01 with pseudo-sequence HLA-A69:01. The binding affinity (normalized) is 0.0847.